From a dataset of Experimentally validated miRNA-target interactions with 360,000+ pairs, plus equal number of negative samples. Binary Classification. Given a miRNA mature sequence and a target amino acid sequence, predict their likelihood of interaction. (1) The protein sequence of the target gene is MAAFGRQVLDWHRLIPLTWACMARQTPHLGEQRRTTASLLRKLTTASNGGVIEELSCVRSNNYVQEPECRRNLVQCLLEKQGTPVVQGSLELERVMSSLLDMGFSNAHINELLSVRRGASLQQLLDIISEFILLGLNPEPVCVVLKKSPQLLKLPIMQMRKRSSYLQKLGLGEGKLKRVLYCCPEIFTMRQQDINDTVRLLKEKCLFTVQQVTKILHSCPSVLREDLGQLEYKFQYAYFRMGIKHPDIVKSEYLQYSLTKIKQRHIYLERLGRYQTPDKKGQTQIPNPLLKDILRVSEAE.... Result: 0 (no interaction). The miRNA is hsa-miR-183-5p with sequence UAUGGCACUGGUAGAAUUCACU. (2) The miRNA is hsa-miR-629-3p with sequence GUUCUCCCAACGUAAGCCCAGC. The protein sequence of the target gene is MEEGPLPGGLPSPEDAMVTELLSPEGPFASENIGLKAPVKYEEDEFHVFKEAYLGPADPKEPVLHAFNPALGADCKGQVKAKLAGGDSDGGELLGEYPGIPELSALEDVALLQAPQPPACNVHFLSSLLPAHRSPAVLPLGAWVLEGASHPGVRMIPVEIKEAGGTTTSNNPEEATLQNLLAQESCCKFPSSQELEDASCCSLKKDSNPMVICQLKGGTQMLCIDNSRTRELKALHLVPQYQDQNNYLQSDVPKPMTALVGRFLPASTKLNLITQQLEGALPSVVNGSAFPSGSTLPGPP.... Result: 1 (interaction). (3) The miRNA is hsa-miR-1271-5p with sequence CUUGGCACCUAGCAAGCACUCA. The protein sequence of the target gene is MDRSSKRRQVKPLAASLLEALDYDSSDDSDFKVGDASDSEGSGNGSEDPSKDSGEGSCSDSEENILEEELNEDIQVKEEQLKNSTEEIMPSDKQLIKMEKKEEEENGERPRKKKEKEKEKEKEREKDKEKATVSDSAAASAAGTTPATSPPAVTSPSVPTTTTTTTEEQVSEPKKWNLRRNRPLLDFVSMEELNAMDDYDSEDDNDWRPTVVKRKGRSASQKEGSDGDNEDDDDEGSGSEEDENDEGNDEDHSSPASEAGGKKKRSKVLSRNSADDEELTNDSLTLSQSKSNEDSLILEK.... Result: 0 (no interaction). (4) The miRNA is hsa-miR-518c-5p with sequence UCUCUGGAGGGAAGCACUUUCUG. The protein sequence of the target gene is MKCLVTGGNVKVLGKAVHSLSRIGDELYLEPLEDGLSLRTVNSSRSAYACFLFAPLFFQQYQAATPGQDLLRCKILMKSFLSVFRSLAMLEKTVEKCCISLNGRSSRLVVQLHCKFGVRKTHNLSFQDCESLQAVFDPASCPHMLRAPARVLGEAVLPFSPALAEVTLGIGRGRRVILRSYHEEEADSTAKAMVTEMCLGEEDFQQLQAQEGVAITFCLKEFRGLLSFAESANLNLSIHFDAPGRPAIFTIKDSLLDGHFVLATLSDTDSHSQDLGSPERHQPVPQLQAHSTPHPDDFAN.... Result: 0 (no interaction). (5) The miRNA is mmu-miR-3966 with sequence AGCUGCCAGCUGUAGAACUGU. The protein sequence of the target gene is MAASVLGSLLRTFRQAVPPSASGQVRGYYVDWRMLRDLKRRKMAYEYADERLRINSLRKNTILPKDLQEMAGDEIAALPRDSCPVRIRNRCVMTSRPRGVKRRWRLSRIVFRHLADHGLLSGVQRAIW. Result: 0 (no interaction). (6) The miRNA is hsa-miR-6772-3p with sequence UUGCUCCUGACUCUGUGCCCACA. The protein sequence of the target gene is MPMHFIFSDEAVLLFDFWRVHSPTGMALSVLVVLLLAVLYEGIKVGKAKLLHKTLESLPATNSQQFILGPDQDSTGSRSTSDNRTRLRWFLCYFGQSLVHVIQVVIGYFVMLAVMSYNTWIFLGVVLGSAVGYYLAYPLLNMT. Result: 0 (no interaction). (7) The miRNA is hsa-miR-1252-3p with sequence CAAAUGAGCUUAAUUUCCUUUU. The protein sequence of the target gene is MPPAAPARLALALGLGLWLGALAGGPGRGCGPCEPPCLCGPAPGAACRVNCSGRGLRTLGPALRIPADATALDVSHNLLRALDVGLLANLSALAELDISNNKISTLEEGIFANLFNLSEINLSGNPFECDCGLAWLPRWAEEQQVRVVQPEAATCAGPGSLAGQPLLGIPLLDSGCGEEYVACLPDNSSGTVAAVSFSAAHEGLLQPEACSAFCFSTGQGLAALSEQGWCLCGAAQPSSASFACLSLCSGPPPPPAPTCRGPTLLQHVFPASPGATLVGPHGPLASGQLAAFHIAAPLPV.... Result: 0 (no interaction). (8) The miRNA is hsa-miR-6894-5p with sequence AGGAGGAUGGAGAGCUGGGCCAGA. The protein sequence of the target gene is MMVHCAGCERPILDRFLLNVLDRAWHIKCVQCCECKTNLSEKCFSREGKLYCKNDFFRRFGTKCAGCAQGISPSDLVRKARSKVFHLNCFTCMVCNKQLSTGEELYVIDENKFVCKDDYLSSSSLKEGSLNSVSSCTDRSLSPDLQDPLQDDPKETDNSTSSDKETANNENEEQNSGTKRRGPRTTIKAKQLETLKAAFAATPKPTRHIREQLAQETGLNMRVIQVWFQNRRSKERRMKQLSALGARRHAFFRSPRRMRPLGGRLDESEMLGSTPYTYYGDYQSDYYAPGGNYDFFAHGP.... Result: 0 (no interaction).